Task: Predict the reaction yield, written as a fraction of the theoretical maximum amount of product (1.0 means a 100% yield; for example, 0.34 means a 34% yield).. Dataset: Reaction yield outcomes from USPTO patents with 853,638 reactions (1) The reactants are [C:1]1([C:17]2[CH:22]=[CH:21][CH:20]=[CH:19][CH:18]=2)[CH:6]=[CH:5][C:4]([CH:7]([CH2:11][CH:12]2[CH2:16][CH2:15][CH2:14][CH2:13]2)[C:8]([OH:10])=[O:9])=[CH:3][CH:2]=1.[CH3:23]O. The catalyst is S(=O)(=O)(O)O. The product is [CH3:23][O:9][C:8](=[O:10])[CH:7]([C:4]1[CH:3]=[CH:2][C:1]([C:17]2[CH:18]=[CH:19][CH:20]=[CH:21][CH:22]=2)=[CH:6][CH:5]=1)[CH2:11][CH:12]1[CH2:13][CH2:14][CH2:15][CH2:16]1. The yield is 0.950. (2) The product is [C:1]([O:5][C:6]([N:8]1[CH2:11][CH:10]([C:12]2[CH:17]=[CH:16][C:15]([CH:18]=[N:21][OH:22])=[CH:14][CH:13]=2)[CH2:9]1)=[O:7])([CH3:4])([CH3:3])[CH3:2]. The yield is 0.945. The reactants are [C:1]([O:5][C:6]([N:8]1[CH2:11][CH:10]([C:12]2[CH:17]=[CH:16][C:15]([CH:18]=O)=[CH:14][CH:13]=2)[CH2:9]1)=[O:7])([CH3:4])([CH3:3])[CH3:2].Cl.[NH2:21][OH:22].C([O-])(=O)C.[Na+].C(OCC)(=O)C. The catalyst is C(O)C.O.CCCCCC. (3) The reactants are [C:1]([O:4][CH2:5][C@@H:6]1[C@@H:11]([O:12][C:13](=[O:15])[CH3:14])[C@H:10]([O:16][C:17](=[O:19])[CH3:18])[C@H:9]([O:20][C:21](=[O:23])[CH3:22])[C@@H:8]([C:24]2[CH:29]=[CH:28][C:27]([O:30][CH3:31])=[C:26]([OH:32])[CH:25]=2)[O:7]1)(=[O:3])[CH3:2].[CH3:33][NH:34][C:35]([C:37]1[CH:42]=[CH:41][C:40](B(O)O)=[CH:39][CH:38]=1)=[O:36].N1C(C)=CC=CC=1C. The catalyst is C(Cl)Cl.CC([O-])=O.CC([O-])=O.[Cu+2]. The product is [C:1]([O:4][CH2:5][C@@H:6]1[C@@H:11]([O:12][C:13](=[O:15])[CH3:14])[C@H:10]([O:16][C:17](=[O:19])[CH3:18])[C@H:9]([O:20][C:21](=[O:23])[CH3:22])[C@@H:8]([C:24]2[CH:29]=[CH:28][C:27]([O:30][CH3:31])=[C:26]([O:32][C:40]3[CH:41]=[CH:42][C:37]([C:35](=[O:36])[NH:34][CH3:33])=[CH:38][CH:39]=3)[CH:25]=2)[O:7]1)(=[O:3])[CH3:2]. The yield is 0.560.